From a dataset of Forward reaction prediction with 1.9M reactions from USPTO patents (1976-2016). Predict the product of the given reaction. (1) Given the reactants Br[C:2]1[C:7]([N+:8]([O-:10])=[O:9])=[CH:6][C:5]([Br:11])=[CH:4][N:3]=1.CC1(C)C(C)(C)OB([C:20]2[CH2:21][CH2:22][O:23][CH2:24][CH:25]=2)O1.C(=O)([O-])[O-].[Na+].[Na+], predict the reaction product. The product is: [Br:11][C:5]1[CH:6]=[C:7]([N+:8]([O-:10])=[O:9])[C:2]([C:20]2[CH2:25][CH2:24][O:23][CH2:22][CH:21]=2)=[N:3][CH:4]=1. (2) Given the reactants [CH:1]1([C:4]([NH:6][C:7]2[N:8]=[C:9]3[CH:14]=[CH:13][C:12]([O:15][C:16]4[CH:21]=[CH:20][C:19]([NH:22][C:23]([C:25]5[N+:26]([O-:39])=[C:27]([C:32]6[CH:37]=[CH:36][CH:35]=[C:34]([F:38])[CH:33]=6)[C:28]([CH3:31])=[CH:29][CH:30]=5)=[O:24])=[CH:18][C:17]=4[F:40])=[CH:11][N:10]3[CH:41]=2)=[O:5])[CH2:3][CH2:2]1.O.[C:43]1([CH3:53])[CH:48]=[CH:47][C:46]([S:49]([OH:52])(=[O:51])=[O:50])=[CH:45][CH:44]=1, predict the reaction product. The product is: [C:43]1([CH3:53])[CH:44]=[CH:45][C:46]([S:49]([OH:52])(=[O:50])=[O:51])=[CH:47][CH:48]=1.[CH:1]1([C:4]([NH:6][C:7]2[N:8]=[C:9]3[CH:14]=[CH:13][C:12]([O:15][C:16]4[CH:21]=[CH:20][C:19]([NH:22][C:23]([C:25]5[N+:26]([O-:39])=[C:27]([C:32]6[CH:37]=[CH:36][CH:35]=[C:34]([F:38])[CH:33]=6)[C:28]([CH3:31])=[CH:29][CH:30]=5)=[O:24])=[CH:18][C:17]=4[F:40])=[CH:11][N:10]3[CH:41]=2)=[O:5])[CH2:3][CH2:2]1.